The task is: Predict the reactants needed to synthesize the given product.. This data is from Full USPTO retrosynthesis dataset with 1.9M reactions from patents (1976-2016). (1) Given the product [CH2:25]([O:24][CH2:23][CH2:22][CH2:21][S:18]([C:15]1[CH:14]=[CH:13][C:12](/[C:5](=[CH:6]\[CH:7]2[CH2:11][CH2:10][CH2:9][CH2:8]2)/[CH2:4][OH:3])=[CH:17][CH:16]=1)(=[O:20])=[O:19])[C:26]1[CH:31]=[CH:30][CH:29]=[CH:28][CH:27]=1, predict the reactants needed to synthesize it. The reactants are: C([O:3][C:4](=O)/[C:5](/[C:12]1[CH:17]=[CH:16][C:15]([S:18]([CH2:21][CH2:22][CH2:23][O:24][CH2:25][C:26]2[CH:31]=[CH:30][CH:29]=[CH:28][CH:27]=2)(=[O:20])=[O:19])=[CH:14][CH:13]=1)=[CH:6]/[CH:7]1[CH2:11][CH2:10][CH2:9][CH2:8]1)C.CC(C[AlH]CC(C)C)C.C1(C)C=CC=CC=1. (2) Given the product [CH3:29][O:1][C:2]1[N:3]([C:18]2[CH:23]=[CH:22][CH:21]=[CH:20][CH:19]=2)[C:4]([C:12]2[CH:17]=[CH:16][CH:15]=[CH:14][CH:13]=2)=[C:5]([C:7]([O:9][CH2:10][CH3:11])=[O:8])[N:6]=1, predict the reactants needed to synthesize it. The reactants are: [O:1]=[C:2]1[NH:6][C:5]([C:7]([O:9][CH2:10][CH3:11])=[O:8])=[C:4]([C:12]2[CH:17]=[CH:16][CH:15]=[CH:14][CH:13]=2)[N:3]1[C:18]1[CH:23]=[CH:22][CH:21]=[CH:20][CH:19]=1.F[B-](F)(F)F.[CH3:29][O+](C)C.C(=O)(O)[O-].[Na+]. (3) Given the product [I:32][CH2:11][CH2:10][C:5]1[CH:6]=[CH:7][CH:8]=[CH:9][C:4]=1[CH2:1][CH2:2][CH3:3], predict the reactants needed to synthesize it. The reactants are: [CH2:1]([C:4]1[CH:9]=[CH:8][CH:7]=[CH:6][C:5]=1[CH2:10][CH2:11]O)[CH2:2][CH3:3].C1C=CC(P(C2C=CC=CC=2)C2C=CC=CC=2)=CC=1.[I:32]I.N1C=CN=C1.